This data is from Catalyst prediction with 721,799 reactions and 888 catalyst types from USPTO. The task is: Predict which catalyst facilitates the given reaction. (1) Reactant: [NH:1]1[CH2:6][CH2:5][CH:4]([NH:7][C:8]([C:10]2[O:11][C:12]3[C:17]([C:18](=[O:20])[CH:19]=2)=[CH:16][CH:15]=[C:14]([F:21])[CH:13]=3)=[O:9])[CH2:3][CH2:2]1.[CH2:22](Cl)[CH:23]=[CH:24][C:25]1[CH:30]=[CH:29][CH:28]=[CH:27][CH:26]=1.C(N(CC)CC)C. Product: [F:21][C:14]1[CH:13]=[C:12]2[C:17]([C:18](=[O:20])[CH:19]=[C:10]([C:8]([NH:7][CH:4]3[CH2:3][CH2:2][N:1]([CH2:22]/[CH:23]=[CH:24]/[C:25]4[CH:30]=[CH:29][CH:28]=[CH:27][CH:26]=4)[CH2:6][CH2:5]3)=[O:9])[O:11]2)=[CH:16][CH:15]=1. The catalyst class is: 1. (2) Reactant: [Br:1][C:2]1[CH:7]=[CH:6][C:5](I)=[CH:4][CH:3]=1.[Cl:9][C:10]1[CH:15]=[CH:14][C:13]([C:16]2[CH:17]=[CH:18][C:19]([C:22]#[CH:23])=[N:20][CH:21]=2)=[CH:12][CH:11]=1.BrCl. Product: [Br:1][C:2]1[CH:7]=[CH:6][C:5]([C:23]#[C:22][C:19]2[CH:18]=[CH:17][C:16]([C:13]3[CH:14]=[CH:15][C:10]([Cl:9])=[CH:11][CH:12]=3)=[CH:21][N:20]=2)=[CH:4][CH:3]=1. The catalyst class is: 2. (3) Reactant: [CH3:1][C:2]([NH:6][S:7]([C:10]1[CH:15]=[CH:14][C:13]([C:16]2[CH:21]=[CH:20][C:19]([C:22]([F:25])([F:24])[F:23])=[CH:18][CH:17]=2)=[CH:12][CH:11]=1)(=[O:9])=[O:8])([C:4]#[CH:5])[CH3:3].C(=O)([O-])[O-].[K+].[K+].Br[CH2:33][CH2:34][O:35][CH3:36]. Product: [CH3:36][O:35][CH2:34][CH2:33][N:6]([C:2]([CH3:1])([C:4]#[CH:5])[CH3:3])[S:7]([C:10]1[CH:15]=[CH:14][C:13]([C:16]2[CH:17]=[CH:18][C:19]([C:22]([F:25])([F:24])[F:23])=[CH:20][CH:21]=2)=[CH:12][CH:11]=1)(=[O:8])=[O:9]. The catalyst class is: 31. (4) Reactant: [CH3:1][C:2]1([OH:15])[CH2:5][N:4]([C:6]2[CH:7]=[N:8][C:9]([N+:12]([O-])=O)=[CH:10][CH:11]=2)[CH2:3]1. Product: [NH2:12][C:9]1[N:8]=[CH:7][C:6]([N:4]2[CH2:5][C:2]([CH3:1])([OH:15])[CH2:3]2)=[CH:11][CH:10]=1. The catalyst class is: 43.